Dataset: NCI-60 drug combinations with 297,098 pairs across 59 cell lines. Task: Regression. Given two drug SMILES strings and cell line genomic features, predict the synergy score measuring deviation from expected non-interaction effect. (1) Drug 1: C1=CC=C(C(=C1)C(C2=CC=C(C=C2)Cl)C(Cl)Cl)Cl. Drug 2: COC1=NC(=NC2=C1N=CN2C3C(C(C(O3)CO)O)O)N. Cell line: BT-549. Synergy scores: CSS=7.11, Synergy_ZIP=7.57, Synergy_Bliss=8.77, Synergy_Loewe=5.82, Synergy_HSA=6.06. (2) Drug 1: CC1=C2C(C(=O)C3(C(CC4C(C3C(C(C2(C)C)(CC1OC(=O)C(C(C5=CC=CC=C5)NC(=O)OC(C)(C)C)O)O)OC(=O)C6=CC=CC=C6)(CO4)OC(=O)C)OC)C)OC. Drug 2: CN(CC1=CN=C2C(=N1)C(=NC(=N2)N)N)C3=CC=C(C=C3)C(=O)NC(CCC(=O)O)C(=O)O. Cell line: SN12C. Synergy scores: CSS=24.3, Synergy_ZIP=-8.32, Synergy_Bliss=-11.6, Synergy_Loewe=-20.1, Synergy_HSA=-7.76. (3) Drug 1: CC1=C(C=C(C=C1)NC(=O)C2=CC=C(C=C2)CN3CCN(CC3)C)NC4=NC=CC(=N4)C5=CN=CC=C5. Drug 2: COCCOC1=C(C=C2C(=C1)C(=NC=N2)NC3=CC=CC(=C3)C#C)OCCOC.Cl. Cell line: MCF7. Synergy scores: CSS=-0.752, Synergy_ZIP=4.55, Synergy_Bliss=5.13, Synergy_Loewe=-1.52, Synergy_HSA=-1.88. (4) Drug 1: C1=NC2=C(N1)C(=S)N=CN2. Drug 2: C(CCl)NC(=O)N(CCCl)N=O. Cell line: K-562. Synergy scores: CSS=57.1, Synergy_ZIP=2.68, Synergy_Bliss=2.73, Synergy_Loewe=-21.2, Synergy_HSA=-4.35. (5) Drug 1: CN(CC1=CN=C2C(=N1)C(=NC(=N2)N)N)C3=CC=C(C=C3)C(=O)NC(CCC(=O)O)C(=O)O. Synergy scores: CSS=16.8, Synergy_ZIP=5.05, Synergy_Bliss=1.17, Synergy_Loewe=-54.3, Synergy_HSA=-3.39. Drug 2: COC1=NC(=NC2=C1N=CN2C3C(C(C(O3)CO)O)O)N. Cell line: OVCAR3.